From a dataset of Catalyst prediction with 721,799 reactions and 888 catalyst types from USPTO. Predict which catalyst facilitates the given reaction. (1) Product: [CH2:1]1[CH:9]2[N:4]([CH2:5][CH2:6][CH:7]([C:10]3[C:18]4[C:17](=[N:16][CH:15]=[CH:14][CH:13]=4)[N:12]([S:29]([C:19]4[C:28]5[C:23](=[CH:24][CH:25]=[CH:26][CH:27]=5)[CH:22]=[CH:21][CH:20]=4)(=[O:31])=[O:30])[CH:11]=3)[CH2:8]2)[CH2:3][CH2:2]1. Reactant: [CH2:1]1[CH:9]2[N:4]([CH2:5][CH2:6][CH:7]([C:10]3[C:18]4[C:13](=[CH:14][CH:15]=[N:16][CH:17]=4)[NH:12][CH:11]=3)[CH2:8]2)[CH2:3][CH2:2]1.[C:19]1([S:29](Cl)(=[O:31])=[O:30])[C:28]2[C:23](=[CH:24][CH:25]=[CH:26][CH:27]=2)[CH:22]=[CH:21][CH:20]=1.C[Si]([N-][Si](C)(C)C)(C)C.[Na+]. The catalyst class is: 1. (2) Reactant: [H-].[Na+].[C:3]1([C:23]2[CH:28]=[CH:27][CH:26]=[CH:25][CH:24]=2)[C:4]([C:9]([N:11]2[CH2:16][CH2:15][N:14]([C:17](=[O:22])[C:18]([OH:21])([CH3:20])[CH3:19])[CH2:13][CH2:12]2)=[O:10])=[CH:5][CH:6]=[CH:7][CH:8]=1.[CH3:29]I. Product: [C:3]1([C:23]2[CH:24]=[CH:25][CH:26]=[CH:27][CH:28]=2)[C:4]([C:9]([N:11]2[CH2:16][CH2:15][N:14]([C:17](=[O:22])[C:18]([O:21][CH3:29])([CH3:20])[CH3:19])[CH2:13][CH2:12]2)=[O:10])=[CH:5][CH:6]=[CH:7][CH:8]=1. The catalyst class is: 3. (3) Reactant: [CH2:1]([N:3]1[C:11]([C:12]([O:14][CH3:15])=[O:13])=[N:10][C:9]2[C:4]1=[N:5][CH:6]=[N:7][C:8]=2[NH:16][C@H:17]1[CH2:21][CH2:20][NH:19][CH2:18]1)[CH3:2].C(N(CC)CC)C.[CH:29]1([C:32](Cl)=[O:33])[CH2:31][CH2:30]1. Product: [CH:29]1([C:32]([N:19]2[CH2:20][CH2:21][C@H:17]([NH:16][C:8]3[N:7]=[CH:6][N:5]=[C:4]4[C:9]=3[N:10]=[C:11]([C:12]([O:14][CH3:15])=[O:13])[N:3]4[CH2:1][CH3:2])[CH2:18]2)=[O:33])[CH2:31][CH2:30]1. The catalyst class is: 4. (4) Reactant: [NH2:1][C:2]1[C:7]([C:8]#[N:9])=[C:6]([NH:10][C@H:11]([C:13]2[N:17]([CH3:18])[C:16]3[C:19](Br)=[C:20]([F:23])[CH:21]=[CH:22][C:15]=3[N:14]=2)[CH3:12])[N:5]=[CH:4][N:3]=1.[N:25]1[CH:30]=[CH:29][CH:28]=[C:27](B(O)O)[CH:26]=1.C(=O)([O-])[O-].[Cs+].[Cs+]. Product: [NH2:1][C:2]1[C:7]([C:8]#[N:9])=[C:6]([NH:10][C@H:11]([C:13]2[N:17]([CH3:18])[C:16]3[C:19]([C:27]4[CH:26]=[N:25][CH:30]=[CH:29][CH:28]=4)=[C:20]([F:23])[CH:21]=[CH:22][C:15]=3[N:14]=2)[CH3:12])[N:5]=[CH:4][N:3]=1. The catalyst class is: 70. (5) Reactant: P(Br)(Br)Br.[CH3:5][C:6]([CH2:19][CH2:20][CH:21]=[C:22]([CH3:24])[CH3:23])=[CH:7][CH2:8][C:9]1[C:14]([F:15])=[CH:13][C:12]([CH2:16]O)=[CH:11][C:10]=1[F:18].[P:25]([O:32]CC)([O:29][CH2:30][CH3:31])[O:26][CH2:27][CH3:28].[I-].[Na+]. Product: [CH2:27]([O:26][P:25]([CH2:16][C:12]1[CH:13]=[C:14]([F:15])[C:9]([CH2:8][CH:7]=[C:6]([CH3:5])[CH2:19][CH2:20][CH:21]=[C:22]([CH3:24])[CH3:23])=[C:10]([F:18])[CH:11]=1)(=[O:32])[O:29][CH2:30][CH3:31])[CH3:28]. The catalyst class is: 28. (6) Reactant: [CH3:1][CH:2]1[CH2:7][CH2:6][CH2:5][CH:4]([CH3:8])[CH:3]1[OH:9].[H-].[Na+].Cl[C:13]1[CH:14]=[CH:15][C:16]2[CH2:17][N:18]([C:24]([O:26][C:27]([CH3:30])([CH3:29])[CH3:28])=[O:25])[CH2:19][CH2:20][O:21][C:22]=2[N:23]=1.O. Product: [CH3:1][CH:2]1[CH2:7][CH2:6][CH2:5][CH:4]([CH3:8])[CH:3]1[O:9][C:13]1[CH:14]=[CH:15][C:16]2[CH2:17][N:18]([C:24]([O:26][C:27]([CH3:30])([CH3:29])[CH3:28])=[O:25])[CH2:19][CH2:20][O:21][C:22]=2[N:23]=1. The catalyst class is: 733.